This data is from Peptide-MHC class II binding affinity with 134,281 pairs from IEDB. The task is: Regression. Given a peptide amino acid sequence and an MHC pseudo amino acid sequence, predict their binding affinity value. This is MHC class II binding data. (1) The binding affinity (normalized) is 0.419. The MHC is DRB1_0405 with pseudo-sequence DRB1_0405. The peptide sequence is QPFPKTVWEQILNTW. (2) The binding affinity (normalized) is 0.713. The MHC is DRB1_1101 with pseudo-sequence DRB1_1101. The peptide sequence is LMSFTILCLVPAYSF. (3) The peptide sequence is SMEYNCPNLSPREEP. The MHC is HLA-DQA10201-DQB10301 with pseudo-sequence HLA-DQA10201-DQB10301. The binding affinity (normalized) is 0. (4) The peptide sequence is GAMAKKGDEQKLRSA. The MHC is HLA-DQA10501-DQB10301 with pseudo-sequence HLA-DQA10501-DQB10301. The binding affinity (normalized) is 0.334. (5) The peptide sequence is GELQIVDKIDAALKI. The MHC is DRB1_1501 with pseudo-sequence DRB1_1501. The binding affinity (normalized) is 0.450. (6) The peptide sequence is PSVIPAARLFKAFIL. The MHC is DRB3_0101 with pseudo-sequence DRB3_0101. The binding affinity (normalized) is 0.315. (7) The peptide sequence is DMLKLFEFNKKAIET. The MHC is DRB3_0101 with pseudo-sequence DRB3_0101. The binding affinity (normalized) is 0.00708. (8) The peptide sequence is EKKYFSATQFEPLAA. The binding affinity (normalized) is 0.818. The MHC is HLA-DPA10201-DPB10501 with pseudo-sequence HLA-DPA10201-DPB10501. (9) The peptide sequence is ATATATSAVGAPTGA. The MHC is DRB5_0101 with pseudo-sequence DRB5_0101. The binding affinity (normalized) is 0.123.